From a dataset of Peptide-MHC class I binding affinity with 185,985 pairs from IEDB/IMGT. Regression. Given a peptide amino acid sequence and an MHC pseudo amino acid sequence, predict their binding affinity value. This is MHC class I binding data. (1) The peptide sequence is RIRQGLERA. The MHC is HLA-A68:02 with pseudo-sequence HLA-A68:02. The binding affinity (normalized) is 0. (2) The peptide sequence is REMHHLVEF. The MHC is HLA-C04:01 with pseudo-sequence HLA-C04:01. The binding affinity (normalized) is 0.213. (3) The peptide sequence is QRNGRIDRY. The MHC is HLA-B08:03 with pseudo-sequence HLA-B08:03. The binding affinity (normalized) is 0.0847. (4) The peptide sequence is IHDHGEQLF. The MHC is HLA-A69:01 with pseudo-sequence HLA-A69:01. The binding affinity (normalized) is 0.0847. (5) The peptide sequence is TLVPQEHYV. The MHC is HLA-A11:01 with pseudo-sequence HLA-A11:01. The binding affinity (normalized) is 0.0655. (6) The peptide sequence is SFKAALSSL. The MHC is HLA-B08:01 with pseudo-sequence HLA-B08:01. The binding affinity (normalized) is 0.00844. (7) The peptide sequence is CTINVNSLAL. The MHC is HLA-A02:06 with pseudo-sequence HLA-A02:06. The binding affinity (normalized) is 0.503. (8) The peptide sequence is GYLNACGHF. The MHC is HLA-A11:01 with pseudo-sequence HLA-A11:01. The binding affinity (normalized) is 0.0847.